From a dataset of Full USPTO retrosynthesis dataset with 1.9M reactions from patents (1976-2016). Predict the reactants needed to synthesize the given product. Given the product [F:38][C:35]([F:36])([F:37])[C:31]1[CH:30]=[C:29]([NH:28][C:27]([N:23]2[C:24]3[C:20](=[CH:19][C:18]([O:17][C:14]4[C:15]5[CH2:16][NH:8][CH2:9][C:10]=5[N:11]=[CH:12][N:13]=4)=[CH:26][CH:25]=3)[CH:21]=[CH:22]2)=[O:39])[CH:34]=[CH:33][CH:32]=1, predict the reactants needed to synthesize it. The reactants are: C(OC([N:8]1[CH2:16][C:15]2[C:14]([O:17][C:18]3[CH:19]=[C:20]4[C:24](=[CH:25][CH:26]=3)[N:23]([C:27](=[O:39])[NH:28][C:29]3[CH:34]=[CH:33][CH:32]=[C:31]([C:35]([F:38])([F:37])[F:36])[CH:30]=3)[CH:22]=[CH:21]4)=[N:13][CH:12]=[N:11][C:10]=2[CH2:9]1)=O)(C)(C)C.C(O)(C(F)(F)F)=O.